The task is: Predict the reactants needed to synthesize the given product.. This data is from Full USPTO retrosynthesis dataset with 1.9M reactions from patents (1976-2016). (1) Given the product [F:15][C:10]1[CH:11]=[C:12]2[C:7](=[CH:8][CH:9]=1)[O:6][C@@H:5]([C@H:3]1[CH2:2][O:4]1)[CH2:14][CH2:13]2, predict the reactants needed to synthesize it. The reactants are: Cl[CH2:2][C@H:3]([C@H:5]1[CH2:14][CH2:13][C:12]2[C:7](=[CH:8][CH:9]=[C:10]([F:15])[CH:11]=2)[O:6]1)[OH:4].[OH-].[Na+]. (2) Given the product [F:18][C:19]1[CH:45]=[C:44]([F:46])[CH:43]=[CH:42][C:20]=1[O:21][CH:22]1[CH2:23][CH2:24][N:25]([C:28]2[N:33]=[C:32]3[CH2:34][N:35]([CH3:2])[CH2:36][CH2:37][C:31]3=[N:30][C:29]=2[NH:38][CH:39]([CH3:41])[CH3:40])[CH2:26][CH2:27]1.[C:12]([OH:13])([C:14]([F:17])([F:16])[F:15])=[O:11], predict the reactants needed to synthesize it. The reactants are: [Na].[CH3:2]CN(C(C)C)C(C)C.[OH:11][C:12]([C:14]([F:17])([F:16])[F:15])=[O:13].[F:18][C:19]1[CH:45]=[C:44]([F:46])[CH:43]=[CH:42][C:20]=1[O:21][CH:22]1[CH2:27][CH2:26][N:25]([C:28]2[N:33]=[C:32]3[CH2:34][NH:35][CH2:36][CH2:37][C:31]3=[N:30][C:29]=2[NH:38][CH:39]([CH3:41])[CH3:40])[CH2:24][CH2:23]1.C=O. (3) Given the product [NH:43]1[CH:44]=[CH:45][CH:42]=[C:41]1[C:32]([C:34]1[CH:4]=[CH:3][C:2]([CH2:12][N:15]2[CH2:20][CH2:19][C:18](=[O:21])[CH2:17][CH2:16]2)=[CH:7][CH:6]=1)=[O:33], predict the reactants needed to synthesize it. The reactants are: O.[C:2]1([CH3:12])[CH:7]=[CH:6]C(S(O)(=O)=O)=[CH:4][CH:3]=1.Cl.O.[NH:15]1[CH2:20][CH2:19][C:18](=[O:21])[CH2:17][CH2:16]1.[BH-](O[C:32]([CH3:34])=[O:33])(OC(C)=O)OC(C)=O.[Na+].C([O-])(O)=O.[Na+].[CH2:41]([N:43](CC)[CH2:44][CH3:45])[CH3:42]. (4) Given the product [CH3:21][N:22]([CH3:33])[CH2:23][CH2:24][O:25][C:26]1[CH:32]=[CH:31][C:29]([NH:30]/[C:4](=[C:11]2\[C:12](=[O:20])[NH:13][C:14]3[C:19]\2=[CH:18][CH:17]=[CH:16][CH:15]=3)/[C:5]2[CH:6]=[CH:7][CH:8]=[CH:9][CH:10]=2)=[CH:28][CH:27]=1, predict the reactants needed to synthesize it. The reactants are: C(O[C:4](=[C:11]1[C:19]2[C:14](=[CH:15][CH:16]=[CH:17][CH:18]=2)[NH:13][C:12]1=[O:20])[C:5]1[CH:10]=[CH:9][CH:8]=[CH:7][CH:6]=1)C.[CH3:21][N:22]([CH3:33])[CH2:23][CH2:24][O:25][C:26]1[CH:32]=[CH:31][C:29]([NH2:30])=[CH:28][CH:27]=1. (5) Given the product [NH:1]1[C:9]2[C:4](=[CH:5][CH:6]=[CH:7][CH:8]=2)[C:3]([CH:10]=[CH:11][C:12]([NH:14][C:15]2[CH:16]=[C:17]([CH:21]=[CH:22][CH:23]=2)[C:18]([O:20][CH:25]([CH3:27])[CH3:26])=[O:19])=[O:13])=[CH:2]1, predict the reactants needed to synthesize it. The reactants are: [NH:1]1[C:9]2[C:4](=[CH:5][CH:6]=[CH:7][CH:8]=2)[C:3]([CH:10]=[CH:11][C:12]([NH:14][C:15]2[CH:16]=[C:17]([CH:21]=[CH:22][CH:23]=2)[C:18]([OH:20])=[O:19])=[O:13])=[CH:2]1.Br[CH:25]([CH3:27])[CH3:26].CCN(C(C)C)C(C)C.O. (6) Given the product [F:26][C:27]1[CH:32]=[CH:31][C:30]([O:33][C:2]2[CH:20]=[C:19]([O:21][C:22]([F:25])([F:24])[F:23])[CH:18]=[CH:17][C:3]=2[C:4]([NH:6][C:7]2[CH:12]=[CH:11][CH:10]=[C:9]([S:13](=[O:16])(=[O:15])[NH2:14])[CH:8]=2)=[O:5])=[C:29]([O:34][CH3:35])[CH:28]=1, predict the reactants needed to synthesize it. The reactants are: F[C:2]1[CH:20]=[C:19]([O:21][C:22]([F:25])([F:24])[F:23])[CH:18]=[CH:17][C:3]=1[C:4]([NH:6][C:7]1[CH:12]=[CH:11][CH:10]=[C:9]([S:13](=[O:16])(=[O:15])[NH2:14])[CH:8]=1)=[O:5].[F:26][C:27]1[CH:32]=[CH:31][C:30]([OH:33])=[C:29]([O:34][CH3:35])[CH:28]=1.C(=O)([O-])[O-].[Cs+].[Cs+].